This data is from Reaction yield outcomes from USPTO patents with 853,638 reactions. The task is: Predict the reaction yield, written as a fraction of the theoretical maximum amount of product (1.0 means a 100% yield; for example, 0.34 means a 34% yield). (1) The reactants are [F:1][C:2]1[N:7]=[C:6]([C:8]([OH:10])=O)[CH:5]=[CH:4][CH:3]=1.[CH3:11][NH:12][O:13][CH3:14].CCN(CC)CC.CCCP1(OP(CCC)(=O)OP(CCC)(=O)O1)=O. The catalyst is C(Cl)Cl. The product is [CH3:14][O:13][N:12]([CH3:11])[C:8]([C:6]1[CH:5]=[CH:4][CH:3]=[C:2]([F:1])[N:7]=1)=[O:10]. The yield is 0.730. (2) The yield is 0.990. The catalyst is C(O)(=O)C. The reactants are [BrH:1].C(OC([NH:12][CH:13]([C:18]1[O:19][CH:20]=[CH:21][CH:22]=1)[C:14]([O:16][CH3:17])=[O:15])=O)C1C=CC=CC=1.CCOCC. The product is [BrH:1].[NH2:12][CH:13]([C:18]1[O:19][CH:20]=[CH:21][CH:22]=1)[C:14]([O:16][CH3:17])=[O:15].